Dataset: Forward reaction prediction with 1.9M reactions from USPTO patents (1976-2016). Task: Predict the product of the given reaction. Given the reactants [Br:1][C:2]1[CH:7]=[CH:6][C:5]([C:8]2[O:9][C:10]([CH2:16][OH:17])=[C:11]([CH:13]([CH3:15])[CH3:14])[N:12]=2)=[CH:4][CH:3]=1, predict the reaction product. The product is: [Br:1][C:2]1[CH:3]=[CH:4][C:5]([C:8]2[O:9][C:10]([CH:16]=[O:17])=[C:11]([CH:13]([CH3:15])[CH3:14])[N:12]=2)=[CH:6][CH:7]=1.